From a dataset of Full USPTO retrosynthesis dataset with 1.9M reactions from patents (1976-2016). Predict the reactants needed to synthesize the given product. (1) Given the product [CH3:22][CH:23]([CH3:30])[CH2:24][CH2:25][CH2:26][C:27]([N:12]1[CH2:13][CH2:8][N:9]([C:14](=[O:21])[CH2:15][CH2:16][CH2:17][CH2:18][CH2:19][NH2:20])[CH2:10][CH2:11]1)=[O:28], predict the reactants needed to synthesize it. The reactants are: C([CH:8]1[CH2:13][NH:12][CH2:11][CH2:10][N:9]1[C:14](=[O:21])[CH2:15][CH2:16][CH2:17][CH2:18][CH2:19][NH2:20])(OC(C)(C)C)=O.[CH3:22][CH:23]([CH3:30])[CH2:24][CH2:25][CH2:26][C:27](Cl)=[O:28].C(O)(C(F)(F)F)=O.Cl.Cl.C1COCC1. (2) The reactants are: Cl.[CH:2]([C:5]1[CH:6]=[C:7]([C@@H:11]([NH2:13])[CH3:12])[CH:8]=[CH:9][CH:10]=1)([CH3:4])[CH3:3].[F:14][C:15]1[CH:35]=[CH:34][C:18]([CH2:19][N:20]2[C:28]3[C:23](=[CH:24][C:25]([C:29](O)=[O:30])=[CH:26][CH:27]=3)[C:22]([CH3:32])=[C:21]2[CH3:33])=[CH:17][C:16]=1[O:36][C@@H:37]([CH3:42])[C:38]([O:40]C)=[O:39]. Given the product [F:14][C:15]1[CH:35]=[CH:34][C:18]([CH2:19][N:20]2[C:28]3[C:23](=[CH:24][C:25]([C:29](=[O:30])[NH:13][C@H:11]([C:7]4[CH:8]=[CH:9][CH:10]=[C:5]([CH:2]([CH3:4])[CH3:3])[CH:6]=4)[CH3:12])=[CH:26][CH:27]=3)[C:22]([CH3:32])=[C:21]2[CH3:33])=[CH:17][C:16]=1[O:36][C@@H:37]([CH3:42])[C:38]([OH:40])=[O:39], predict the reactants needed to synthesize it. (3) Given the product [C:1]([O:5][C:6]([N:8]1[CH2:20][C@@H:19]([CH3:21])[N:18]2[C@H:10]([CH2:11][C:12]3[C:17]2=[N:16][C:15]([CH2:22][O:23][CH2:24][CH3:25])=[C:14]([Cl:26])[CH:13]=3)[CH2:9]1)=[O:7])([CH3:3])([CH3:2])[CH3:4], predict the reactants needed to synthesize it. The reactants are: [C:1]([O:5][C:6]([N:8]1[CH2:20][C@@H:19]([CH3:21])[N:18]2[C@H:10]([CH2:11][C:12]3[C:17]2=[N:16][C:15]([CH2:22][O:23][CH2:24][CH3:25])=[CH:14][CH:13]=3)[CH2:9]1)=[O:7])([CH3:4])([CH3:3])[CH3:2].[Cl:26]N1C(=O)CCC1=O. (4) Given the product [NH2:22][C:17]([CH2:20][F:30])([CH2:16][CH2:15][C:12]1[CH:13]=[CH:14][C:9]([CH2:8][CH2:7][CH2:6][CH2:5][CH2:4][CH2:3][CH2:2][CH3:1])=[CH:10][CH:11]=1)[CH2:18][OH:19], predict the reactants needed to synthesize it. The reactants are: [CH3:1][CH2:2][CH2:3][CH2:4][CH2:5][CH2:6][CH2:7][CH2:8][C:9]1[CH:14]=[CH:13][C:12]([CH2:15][CH2:16][C:17]([NH2:22])([CH2:20]O)[CH2:18][OH:19])=[CH:11][CH:10]=1.Cl.C(N(S(F)(F)[F:30])CC)C.C(=O)(O)[O-].[Na+]. (5) Given the product [CH:1]1([C:4]2[CH:8]=[C:7]([NH:9][C:10]3[C:15]4=[CH:16][CH:17]=[CH:18][N:14]4[N:13]=[C:12]([NH:19][CH2:20][C:21]([NH:24][C:25]4[S:26][CH:27]=[CH:28][N:29]=4)=[O:22])[N:11]=3)[NH:6][N:5]=2)[CH2:3][CH2:2]1, predict the reactants needed to synthesize it. The reactants are: [CH:1]1([C:4]2[CH:8]=[C:7]([NH:9][C:10]3[C:15]4=[CH:16][CH:17]=[CH:18][N:14]4[N:13]=[C:12]([NH:19][CH2:20][C:21](O)=[O:22])[N:11]=3)[NH:6][N:5]=2)[CH2:3][CH2:2]1.[NH2:24][C:25]1[S:26][CH:27]=[CH:28][N:29]=1.CCN(C(C)C)C(C)C.CN([P+](ON1N=NC2C=CC=CC1=2)(N(C)C)N(C)C)C.F[P-](F)(F)(F)(F)F.[OH-].[Na+]. (6) Given the product [CH:20]([C:10]1[NH:11][C:12]([C:13]2[CH:18]=[CH:17][CH:16]=[C:15]([CH3:19])[N:14]=2)=[C:8]([C:4]2[CH:5]=[CH:6][CH:7]=[C:2]([C:25]3[CH:26]=[CH:27][S:23][CH:24]=3)[CH:3]=2)[N:9]=1)([CH3:22])[CH3:21], predict the reactants needed to synthesize it. The reactants are: Br[C:2]1[CH:3]=[C:4]([C:8]2[N:9]=[C:10]([CH:20]([CH3:22])[CH3:21])[NH:11][C:12]=2[C:13]2[CH:18]=[CH:17][CH:16]=[C:15]([CH3:19])[N:14]=2)[CH:5]=[CH:6][CH:7]=1.[S:23]1[CH:27]=[CH:26][C:25](B(O)O)=[CH:24]1.